Dataset: Reaction yield outcomes from USPTO patents with 853,638 reactions. Task: Predict the reaction yield, written as a fraction of the theoretical maximum amount of product (1.0 means a 100% yield; for example, 0.34 means a 34% yield). The yield is 0.770. The reactants are [NH2:1][C:2]1[CH:3]=[C:4]([CH:21]=[CH:22][CH:23]=1)[O:5][C:6]1[CH:7]=[CH:8][C:9]2[N:10]([CH:12]=[C:13]([NH:15][C:16]([CH:18]3[CH2:20][CH2:19]3)=[O:17])[N:14]=2)[N:11]=1.[Cl:24][C:25]1[CH:33]=[CH:32][C:28]([C:29](O)=[O:30])=[CH:27][C:26]=1[C:34]([F:37])([F:36])[F:35].Cl.CN(C)CCCN=C=NCC.ON1C2C=CC=CC=2N=N1. The product is [Cl:24][C:25]1[CH:33]=[CH:32][C:28]([C:29]([NH:1][C:2]2[CH:23]=[CH:22][CH:21]=[C:4]([O:5][C:6]3[CH:7]=[CH:8][C:9]4[N:10]([CH:12]=[C:13]([NH:15][C:16]([CH:18]5[CH2:20][CH2:19]5)=[O:17])[N:14]=4)[N:11]=3)[CH:3]=2)=[O:30])=[CH:27][C:26]=1[C:34]([F:35])([F:36])[F:37]. The catalyst is CN(C)C=O.O.